From a dataset of Peptide-MHC class II binding affinity with 134,281 pairs from IEDB. Regression. Given a peptide amino acid sequence and an MHC pseudo amino acid sequence, predict their binding affinity value. This is MHC class II binding data. (1) The peptide sequence is GPDNPGEPLVLKEGI. The MHC is DRB1_0401 with pseudo-sequence DRB1_0401. The binding affinity (normalized) is 0. (2) The peptide sequence is TASHTRLSCDCDDKFYDC. The MHC is DRB3_0101 with pseudo-sequence DRB3_0101. The binding affinity (normalized) is 0.659.